This data is from Peptide-MHC class II binding affinity with 134,281 pairs from IEDB. The task is: Regression. Given a peptide amino acid sequence and an MHC pseudo amino acid sequence, predict their binding affinity value. This is MHC class II binding data. The peptide sequence is NVTSIHSLLDEGKQS. The MHC is DRB1_0404 with pseudo-sequence DRB1_0404. The binding affinity (normalized) is 0.491.